From a dataset of Catalyst prediction with 721,799 reactions and 888 catalyst types from USPTO. Predict which catalyst facilitates the given reaction. (1) The catalyst class is: 8. Reactant: [C:1](/[N:3]=[C:4](\SC)/[NH:5][C:6]1[CH:7]=[N:8][C:9]([C:12]([F:15])([F:14])[F:13])=[CH:10][CH:11]=1)#[N:2].[NH2:18][NH2:19]. Product: [F:14][C:12]([F:13])([F:15])[C:9]1[N:8]=[CH:7][C:6]([NH:5][C:4]2[N:3]=[C:1]([NH2:2])[NH:19][N:18]=2)=[CH:11][CH:10]=1. (2) Reactant: [CH2:1]([C@@H:8]1[CH2:12][O:11][C:10](=[O:13])[N:9]1[C:14](=[O:33])[C@H:15]([CH3:32])[C@H:16]([C@H:18]1[CH2:22][O:21][C:20]([CH3:24])([CH3:23])[N:19]1[C:25]([O:27][C:28]([CH3:31])([CH3:30])[CH3:29])=[O:26])[OH:17])[C:2]1[CH:7]=[CH:6][CH:5]=[CH:4][CH:3]=1.N1C(C)=CC=CC=1C.FC(F)(F)S(O[Si:48]([C:51]([CH3:54])([CH3:53])[CH3:52])([CH3:50])[CH3:49])(=O)=O. Product: [CH2:1]([C@@H:8]1[CH2:12][O:11][C:10](=[O:13])[N:9]1[C:14](=[O:33])[C@H:15]([CH3:32])[C@H:16]([C@H:18]1[CH2:22][O:21][C:20]([CH3:24])([CH3:23])[N:19]1[C:25]([O:27][C:28]([CH3:31])([CH3:30])[CH3:29])=[O:26])[O:17][Si:48]([C:51]([CH3:54])([CH3:53])[CH3:52])([CH3:50])[CH3:49])[C:2]1[CH:7]=[CH:6][CH:5]=[CH:4][CH:3]=1. The catalyst class is: 91. (3) Reactant: [OH:1][CH2:2][CH2:3][CH2:4][C:5]([O:7][Li:8])=[O:6].N1C=CN=C1.[CH3:14][C:15]([Si:18](Cl)([CH3:20])[CH3:19])([CH3:17])[CH3:16].O. Product: [Si:18]([O:1][CH2:2][CH2:3][CH2:4][C:5]([O:7][Li:8])=[O:6])([C:15]([CH3:17])([CH3:16])[CH3:14])([CH3:20])[CH3:19]. The catalyst class is: 3.